Dataset: Reaction yield outcomes from USPTO patents with 853,638 reactions. Task: Predict the reaction yield, written as a fraction of the theoretical maximum amount of product (1.0 means a 100% yield; for example, 0.34 means a 34% yield). (1) The reactants are [OH:1]O.[CH:3]1([C:6]2[N:10](C(=O)C)[N:9]=[C:8]([NH:14][C:15]3[C:20](B4OC(C)(C)C(C)(C)O4)=[CH:19][N:18]=[C:17]([C:30]4[CH:35]=[CH:34][CH:33]=[CH:32][CH:31]=4)[N:16]=3)[CH:7]=2)[CH2:5][CH2:4]1.O. The catalyst is C1COCC1. The yield is 0.0800. The product is [CH:3]1([C:6]2[NH:10][N:9]=[C:8]([NH:14][C:15]3[C:20]([OH:1])=[CH:19][N:18]=[C:17]([C:30]4[CH:35]=[CH:34][CH:33]=[CH:32][CH:31]=4)[N:16]=3)[CH:7]=2)[CH2:5][CH2:4]1. (2) The reactants are [NH2:1][CH2:2][CH:3]([NH:5][C:6](=[O:28])[CH2:7][CH2:8]/[CH:9]=[CH:10]\[CH2:11]/[CH:12]=[CH:13]\[CH2:14]/[CH:15]=[CH:16]\[CH2:17]/[CH:18]=[CH:19]\[CH2:20]/[CH:21]=[CH:22]\[CH2:23]/[CH:24]=[CH:25]\[CH2:26][CH3:27])[CH3:4].[OH:29][C:30]1[CH:38]=[CH:37][CH:36]=[CH:35][C:31]=1[C:32](O)=[O:33].N1C=CN=C1.C1CCC(N=C=NC2CCCCC2)CC1. The catalyst is CC(=O)OCC. The product is [C:6]([NH:5][CH:3]([CH3:4])[CH2:2][NH:1][C:32](=[O:33])[C:31]1[CH:35]=[CH:36][CH:37]=[CH:38][C:30]=1[OH:29])(=[O:28])[CH2:7][CH2:8]/[CH:9]=[CH:10]\[CH2:11]/[CH:12]=[CH:13]\[CH2:14]/[CH:15]=[CH:16]\[CH2:17]/[CH:18]=[CH:19]\[CH2:20]/[CH:21]=[CH:22]\[CH2:23]/[CH:24]=[CH:25]\[CH2:26][CH3:27]. The yield is 0.505. (3) The reactants are [CH3:1][N:2]1[C:7](=[O:8])[CH:6]=[C:5]([Cl:9])[NH:4][C:3]1=[O:10].Br[CH2:12][C:13]1[CH:20]=[C:19]([F:21])[CH:18]=[CH:17][C:14]=1[C:15]#[N:16].C([O-])([O-])=O.[K+].[K+]. The catalyst is CS(C)=O.O. The product is [Cl:9][C:5]1[N:4]([CH2:12][C:13]2[CH:20]=[C:19]([F:21])[CH:18]=[CH:17][C:14]=2[C:15]#[N:16])[C:3](=[O:10])[N:2]([CH3:1])[C:7](=[O:8])[CH:6]=1. The yield is 0.600. (4) The reactants are Cl[C:2](=[N:9][N:10]=[C:11](Cl)[C:12]1[CH:17]=[CH:16][CH:15]=[CH:14][C:13]=1[CH3:18])[C:3]1[CH:8]=[CH:7][CH:6]=[CH:5][CH:4]=1.[CH3:20][C:21]1[CH:27]=[CH:26][CH:25]=[C:24]([CH3:28])[C:22]=1[NH2:23].CN(C)C1C=CC=CC=1.Cl. The catalyst is ClCCl. The product is [CH3:18][C:13]1[CH:14]=[CH:15][CH:16]=[CH:17][C:12]=1[C:11]1[N:23]([C:22]2[C:24]([CH3:28])=[CH:25][CH:26]=[CH:27][C:21]=2[CH3:20])[C:2]([C:3]2[CH:8]=[CH:7][CH:6]=[CH:5][CH:4]=2)=[N:9][N:10]=1. The yield is 0.310. (5) The reactants are F[C:2]1[CH:3]=[CH:4][C:5]([N+:8]([O-:10])=[O:9])=[N:6][CH:7]=1.C([O-])([O-])=O.[K+].[K+].Cl.[NH:18]1[CH2:21][CH:20]([OH:22])[CH2:19]1. The catalyst is C(#N)C. The product is [N+:8]([C:5]1[N:6]=[CH:7][C:2]([N:18]2[CH2:21][CH:20]([OH:22])[CH2:19]2)=[CH:3][CH:4]=1)([O-:10])=[O:9]. The yield is 0.730. (6) The reactants are [CH3:1][O:2][C:3](=[O:15])[C:4]1[CH:9]=[CH:8][C:7]([N:10]([CH3:12])[CH3:11])=[C:6]([C:13]#[N:14])[CH:5]=1.Cl[CH2:17]Cl.C[O:20][S:21]([C:24]([F:27])([F:26])[F:25])(=[O:23])=[O:22]. The catalyst is C(OCC)C. The product is [F:25][C:24]([F:27])([F:26])[S:21]([O-:23])(=[O:22])=[O:20].[C:13]([C:6]1[CH:5]=[C:4]([C:3]([O:2][CH3:1])=[O:15])[CH:9]=[CH:8][C:7]=1[N+:10]([CH3:17])([CH3:11])[CH3:12])#[N:14]. The yield is 0.690. (7) The reactants are [CH2:1]([O:4][N:5]([C@H:18]1[CH2:23][N:22](C(OC(C)(C)C)=O)[C@H:21]([CH2:31][O:32][CH3:33])[CH:20]=[C:19]1[C:34](=[O:38])[N:35]([CH3:37])[CH3:36])[S:6]([C:9]1[CH:14]=[CH:13][CH:12]=[CH:11][C:10]=1[N+:15]([O-:17])=[O:16])(=[O:8])=[O:7])[CH:2]=[CH2:3].FC(F)(F)C(O)=O. The catalyst is C(Cl)Cl. The product is [CH2:1]([O:4][N:5]([C@@H:18]1[C:19]([C:34]([N:35]([CH3:37])[CH3:36])=[O:38])=[CH:20][C@@H:21]([CH2:31][O:32][CH3:33])[NH:22][CH2:23]1)[S:6]([C:9]1[CH:14]=[CH:13][CH:12]=[CH:11][C:10]=1[N+:15]([O-:17])=[O:16])(=[O:8])=[O:7])[CH:2]=[CH2:3]. The yield is 1.00.